From a dataset of Reaction yield outcomes from USPTO patents with 853,638 reactions. Predict the reaction yield, written as a fraction of the theoretical maximum amount of product (1.0 means a 100% yield; for example, 0.34 means a 34% yield). (1) The reactants are [CH:1]([C:4]1[CH:9]=[CH:8][C:7]([CH:10]2[C:14]3[C:15]([CH3:30])=[C:16]([NH:21][C:22](=[O:29])OCC(Cl)(Cl)Cl)[C:17]([CH3:20])=[C:18]([CH3:19])[C:13]=3[O:12][CH2:11]2)=[CH:6][CH:5]=1)([CH3:3])[CH3:2].[CH2:31]([NH:33][CH2:34][CH3:35])[CH3:32]. No catalyst specified. The product is [CH2:31]([N:33]([CH2:34][CH3:35])[C:22]([NH:21][C:16]1[C:17]([CH3:20])=[C:18]([CH3:19])[C:13]2[O:12][CH2:11][CH:10]([C:7]3[CH:8]=[CH:9][C:4]([CH:1]([CH3:2])[CH3:3])=[CH:5][CH:6]=3)[C:14]=2[C:15]=1[CH3:30])=[O:29])[CH3:32]. The yield is 0.680. (2) The product is [CH2:27]([NH:34][C:35]1[N:36]=[CH:37][C:38]([C:2]2[N:11]=[C:10]([NH:12][CH2:13][CH:14]([C:21]3[CH:26]=[CH:25][CH:24]=[CH:23][CH:22]=3)[C:15]3[CH:20]=[CH:19][CH:18]=[CH:17][CH:16]=3)[C:9]3[C:4](=[CH:5][CH:6]=[CH:7][CH:8]=3)[N:3]=2)=[CH:39][N:40]=1)[C:28]1[CH:29]=[CH:30][CH:31]=[CH:32][CH:33]=1. The yield is 0.710. The reactants are Cl[C:2]1[N:11]=[C:10]([NH:12][CH2:13][CH:14]([C:21]2[CH:26]=[CH:25][CH:24]=[CH:23][CH:22]=2)[C:15]2[CH:20]=[CH:19][CH:18]=[CH:17][CH:16]=2)[C:9]2[C:4](=[CH:5][CH:6]=[CH:7][CH:8]=2)[N:3]=1.[CH2:27]([NH:34][C:35]1[N:40]=[CH:39][C:38](B2OC(C)(C)C(C)(C)O2)=[CH:37][N:36]=1)[C:28]1[CH:33]=[CH:32][CH:31]=[CH:30][CH:29]=1.C(NC1C2C(=CC=CC=2)N=C(C2SC3C=CC=CC=3C=2)N=1)(C1C=CC=CC=1)C1C=CC=CC=1. The catalyst is C1CCCCC1.CCOC(C)=O. (3) The reactants are [OH:1][CH2:2][C:3]([CH3:27])([CH3:26])[CH2:4][NH:5][C:6]([C:8]1[C:16]2[C:11](=[N:12][CH:13]=[C:14](Br)[N:15]=2)[N:10]([CH2:18][O:19][CH2:20][CH2:21][Si:22]([CH3:25])([CH3:24])[CH3:23])[CH:9]=1)=[O:7].C1(P([CH:41]2[CH2:46][CH2:45]CCC2)C2CCCCC2)CCCCC1.C1(B(O)O)CC1.[O-]P([O-])([O-])=O.[K+].[K+].[K+].C(=O)(O)[O-].[Na+]. The catalyst is C1(C)C=CC=CC=1.O.C([O-])(=O)C.[Pd+2].C([O-])(=O)C.C(OCC)(=O)C. The product is [OH:1][CH2:2][C:3]([CH3:27])([CH3:26])[CH2:4][NH:5][C:6]([C:8]1[C:16]2[C:11](=[N:12][CH:13]=[C:14]([CH:45]3[CH2:46][CH2:41]3)[N:15]=2)[N:10]([CH2:18][O:19][CH2:20][CH2:21][Si:22]([CH3:25])([CH3:24])[CH3:23])[CH:9]=1)=[O:7]. The yield is 0.790. (4) The reactants are CS(O[CH2:6][CH2:7][C:8]1[CH:13]=[CH:12][C:11]([Br:14])=[CH:10][CH:9]=1)(=O)=O.Cl.[CH3:16][NH:17][CH3:18].C([O-])([O-])=O.[K+].[K+].O. The catalyst is CN(C=O)C. The product is [Br:14][C:11]1[CH:12]=[CH:13][C:8]([CH2:7][CH2:6][N:17]([CH3:18])[CH3:16])=[CH:9][CH:10]=1. The yield is 0.950. (5) The reactants are [C:1]([O:9]CC)([O:6][CH2:7][CH3:8])(OCC)[CH3:2].[CH3:12][C:13]1([CH3:24])[CH2:18][C:17]([CH3:20])([CH3:19])[CH2:16][C:15](=[CH:21][CH2:22]O)[CH2:14]1.C(O)(=O)CC. No catalyst specified. The product is [CH3:19][C:17]1([CH3:20])[CH2:18][C:13]([CH3:24])([CH3:12])[CH2:14][C:15]([CH2:2][C:1]([O:6][CH2:7][CH3:8])=[O:9])([CH:21]=[CH2:22])[CH2:16]1. The yield is 0.730.